Dataset: Peptide-MHC class II binding affinity with 134,281 pairs from IEDB. Task: Regression. Given a peptide amino acid sequence and an MHC pseudo amino acid sequence, predict their binding affinity value. This is MHC class II binding data. (1) The peptide sequence is HRLMSAAVKDERAVH. The MHC is DRB1_1101 with pseudo-sequence DRB1_1101. The binding affinity (normalized) is 0.0598. (2) The peptide sequence is SQKLELSWNLNGLQAY. The MHC is DRB1_0401 with pseudo-sequence DRB1_0401. The binding affinity (normalized) is 0.185. (3) The peptide sequence is INEPTAAAIVYGLDR. The MHC is HLA-DQA10102-DQB10602 with pseudo-sequence HLA-DQA10102-DQB10602. The binding affinity (normalized) is 0.762. (4) The peptide sequence is AFKVAATAANHAPAN. The MHC is DRB1_0802 with pseudo-sequence DRB1_0802. The binding affinity (normalized) is 0.604. (5) The binding affinity (normalized) is 0.475. The peptide sequence is AAASVPAADKFKTFE. The MHC is HLA-DQA10301-DQB10302 with pseudo-sequence HLA-DQA10301-DQB10302. (6) The peptide sequence is AFKVAATAAMAAPAN. The MHC is DRB1_0901 with pseudo-sequence DRB1_0901. The binding affinity (normalized) is 0.786.